Dataset: Peptide-MHC class I binding affinity with 185,985 pairs from IEDB/IMGT. Task: Regression. Given a peptide amino acid sequence and an MHC pseudo amino acid sequence, predict their binding affinity value. This is MHC class I binding data. The peptide sequence is APFARLLNL. The binding affinity (normalized) is 0.0847. The MHC is HLA-A02:12 with pseudo-sequence HLA-A02:12.